Dataset: Full USPTO retrosynthesis dataset with 1.9M reactions from patents (1976-2016). Task: Predict the reactants needed to synthesize the given product. (1) Given the product [Cl:28][C:10]1[N:11]=[N:12][C:13]([CH3:14])=[C:8]([C:5]2[CH:6]=[CH:7][C:2]([Cl:1])=[CH:3][CH:4]=2)[C:9]=1[C:16]1[C:21]([F:22])=[CH:20][C:19]([O:23][CH3:24])=[CH:18][C:17]=1[F:25], predict the reactants needed to synthesize it. The reactants are: [Cl:1][C:2]1[CH:7]=[CH:6][C:5]([C:8]2[C:13]([CH3:14])=[N:12][NH:11][C:10](=O)[C:9]=2[C:16]2[C:21]([F:22])=[CH:20][C:19]([O:23][CH3:24])=[CH:18][C:17]=2[F:25])=[CH:4][CH:3]=1.P(Cl)(Cl)([Cl:28])=O. (2) Given the product [ClH:25].[N:18]1([CH2:17][C:10]23[CH2:16][CH:14]4[CH2:13][CH:12]([CH2:11]2)[C:8]([NH2:7])([CH2:15]4)[CH2:9]3)[CH2:23][CH2:22][S:21][CH2:20][CH2:19]1, predict the reactants needed to synthesize it. The reactants are: C(OC(=O)[NH:7][C:8]12[CH2:15][CH:14]3[CH2:16][C:10]([CH2:17][N:18]4[CH2:23][CH2:22][S:21][CH2:20][CH2:19]4)([CH2:11][CH:12]1[CH2:13]3)[CH2:9]2)(C)(C)C.[ClH:25]. (3) Given the product [CH2:1]([O:7][C:8]1[CH:13]=[CH:12][C:11]([CH2:14][CH2:15][C:16]2[S:33][C:20]([C:21]3[CH:26]=[CH:25][C:24]([C:27]([O:29][CH3:30])=[O:28])=[CH:23][CH:22]=3)=[N:19][N:18]=2)=[CH:10][CH:9]=1)[CH2:2][CH2:3][CH2:4][CH2:5][CH3:6], predict the reactants needed to synthesize it. The reactants are: [CH2:1]([O:7][C:8]1[CH:13]=[CH:12][C:11]([CH2:14][CH2:15][C:16]([NH:18][NH:19][C:20](=O)[C:21]2[CH:26]=[CH:25][C:24]([C:27]([O:29][CH3:30])=[O:28])=[CH:23][CH:22]=2)=O)=[CH:10][CH:9]=1)[CH2:2][CH2:3][CH2:4][CH2:5][CH3:6].P12(SP3(SP(SP(S3)(S1)=S)(=S)S2)=S)=[S:33].O.